From a dataset of CYP2C9 inhibition data for predicting drug metabolism from PubChem BioAssay. Regression/Classification. Given a drug SMILES string, predict its absorption, distribution, metabolism, or excretion properties. Task type varies by dataset: regression for continuous measurements (e.g., permeability, clearance, half-life) or binary classification for categorical outcomes (e.g., BBB penetration, CYP inhibition). Dataset: cyp2c9_veith. (1) The compound is CCC(C)Nc1nc(OCC(F)(F)F)nc(OCC(F)(F)F)n1. The result is 0 (non-inhibitor). (2) The compound is Cc1ccc(SCc2noc(C(=O)NCC3CCCO3)c2C(=O)O)cc1C. The result is 1 (inhibitor).